This data is from Forward reaction prediction with 1.9M reactions from USPTO patents (1976-2016). The task is: Predict the product of the given reaction. (1) Given the reactants [NH2:1][C:2]1[N:13]=[CH:12][C:11](Br)=[CH:10][C:3]=1[C:4]([NH:6][CH:7]1[CH2:9][CH2:8]1)=[O:5].[CH2:15]([O:22][C:23]1[CH:24]=[C:25](B(O)O)[CH:26]=[CH:27][CH:28]=1)[C:16]1[CH:21]=[CH:20][CH:19]=[CH:18][CH:17]=1.COCCOC.[F-].[Cs+], predict the reaction product. The product is: [NH2:1][C:2]1[N:13]=[CH:12][C:11]([C:25]2[CH:26]=[CH:27][CH:28]=[C:23]([O:22][CH2:15][C:16]3[CH:21]=[CH:20][CH:19]=[CH:18][CH:17]=3)[CH:24]=2)=[CH:10][C:3]=1[C:4]([NH:6][CH:7]1[CH2:9][CH2:8]1)=[O:5]. (2) Given the reactants [CH:1]1([N:6]2[CH2:11][CH2:10][N:9]([C:12]([C:14]3[CH:15]=[C:16]4[C:20](=[CH:21][CH:22]=3)[NH:19][C:18]([C:23]([N:25]3[CH2:30][CH2:29][S:28](=[O:32])(=[O:31])[CH2:27][CH2:26]3)=[O:24])=[CH:17]4)=[O:13])[CH2:8][CH2:7]2)[CH2:5][CH2:4][CH2:3][CH2:2]1.[CH3:33][C:34]1[CH:35]=[C:36](B(O)O)[CH:37]=[CH:38][CH:39]=1.N1C=CC=CC=1, predict the reaction product. The product is: [CH:1]1([N:6]2[CH2:7][CH2:8][N:9]([C:12]([C:14]3[CH:15]=[C:16]4[C:20](=[CH:21][CH:22]=3)[N:19]([C:38]3[CH:39]=[C:34]([CH3:33])[CH:35]=[CH:36][CH:37]=3)[C:18]([C:23]([N:25]3[CH2:30][CH2:29][S:28](=[O:31])(=[O:32])[CH2:27][CH2:26]3)=[O:24])=[CH:17]4)=[O:13])[CH2:10][CH2:11]2)[CH2:2][CH2:3][CH2:4][CH2:5]1. (3) Given the reactants [C:1]([C:3]1[CH:32]=[CH:31][C:6]([CH2:7][NH:8][C:9](=[O:30])[CH:10]([C:13]2[CH:18]=[C:17]([O:19][CH2:20][CH3:21])[CH:16]=[C:15]([O:22][CH:23]3[CH2:28][CH2:27][NH:26][CH2:25][CH2:24]3)[C:14]=2[F:29])[O:11][CH3:12])=[CH:5][CH:4]=1)#[N:2].[C:33]1([S:39](Cl)(=[O:41])=[O:40])[CH:38]=[CH:37][CH:36]=[CH:35][CH:34]=1.C(N(CC)CC)C.CCOC(C)=O, predict the reaction product. The product is: [C:33]1([S:39]([N:26]2[CH2:25][CH2:24][CH:23]([O:22][C:15]3[C:14]([F:29])=[C:13]([CH:10]([O:11][CH3:12])[C:9]([NH:8][CH2:7][C:6]4[CH:31]=[CH:32][C:3]([C:1]#[N:2])=[CH:4][CH:5]=4)=[O:30])[CH:18]=[C:17]([O:19][CH2:20][CH3:21])[CH:16]=3)[CH2:28][CH2:27]2)(=[O:41])=[O:40])[CH:38]=[CH:37][CH:36]=[CH:35][CH:34]=1. (4) Given the reactants Br[C:2]1[CH:3]=[C:4]([O:24][CH3:25])[C:5]2[C:6]3[N:14]=[C:13]([N:15]4[CH2:20][CH2:19][NH:18][CH2:17][CH2:16]4)[N:12]=[C:11]([O:21][CH2:22][CH3:23])[C:7]=3[NH:8][C:9]=2[CH:10]=1.CC1(C)C(C)(C)OB([C:34]2[CH:39]=[CH:38][N:37]=[CH:36][CH:35]=2)O1.C([O-])([O-])=O.[K+].[K+].COC1C=CC=C(OC)C=1C1C=CC=CC=1P(C1CCCCC1)C1CCCCC1, predict the reaction product. The product is: [CH2:22]([O:21][C:11]1[C:7]2[NH:8][C:9]3[CH:10]=[C:2]([C:34]4[CH:39]=[CH:38][N:37]=[CH:36][CH:35]=4)[CH:3]=[C:4]([O:24][CH3:25])[C:5]=3[C:6]=2[N:14]=[C:13]([N:15]2[CH2:20][CH2:19][NH:18][CH2:17][CH2:16]2)[N:12]=1)[CH3:23]. (5) The product is: [CH2:1]([NH:5][C:29]([C@H:15]1[NH:16][CH2:17][CH2:18][N:13]([C:11]([OH:12])=[O:10])[CH2:14]1)=[O:30])[CH:2]([CH3:4])[CH3:3]. Given the reactants [CH2:1]([NH2:5])[CH:2]([CH3:4])[CH3:3].C([O:10][C:11]([N:13]1[CH2:18][CH2:17][N:16](C(OCC2C=CC=CC=2)=O)[C@H:15]([C:29](O)=[O:30])[CH2:14]1)=[O:12])(C)(C)C, predict the reaction product. (6) Given the reactants C(=O)(OC)O[CH2:3]/[CH:4]=[CH:5]/[C:6]1[CH:11]=[CH:10][CH:9]=[CH:8][CH:7]=1.[CH2:15]([NH2:22])[C:16]1[CH:21]=[CH:20][CH:19]=[CH:18][CH:17]=1.CC1C=CC(S(O)(=O)=O)=CC=1, predict the reaction product. The product is: [CH2:15]([NH:22][C@H:5]([C:6]1[CH:11]=[CH:10][CH:9]=[CH:8][CH:7]=1)[CH:4]=[CH2:3])[C:16]1[CH:21]=[CH:20][CH:19]=[CH:18][CH:17]=1.